Dataset: Full USPTO retrosynthesis dataset with 1.9M reactions from patents (1976-2016). Task: Predict the reactants needed to synthesize the given product. Given the product [Cl:22][C:5]1[C:6]([NH:8][C:9]2[CH:14]=[CH:13][C:12]([O:15][CH3:16])=[CH:11][C:10]=2[NH:17][S:18]([CH3:21])(=[O:20])=[O:19])=[N:7][C:2]([NH:26][C:25]2[CH:27]=[CH:28][C:29]([O:31][CH3:32])=[CH:30][C:24]=2[OH:23])=[N:3][CH:4]=1, predict the reactants needed to synthesize it. The reactants are: Cl[C:2]1[N:7]=[C:6]([NH:8][C:9]2[CH:14]=[CH:13][C:12]([O:15][CH3:16])=[CH:11][C:10]=2[NH:17][S:18]([CH3:21])(=[O:20])=[O:19])[C:5]([Cl:22])=[CH:4][N:3]=1.[OH:23][C:24]1[CH:30]=[C:29]([O:31][CH3:32])[CH:28]=[CH:27][C:25]=1[NH2:26].